Dataset: Full USPTO retrosynthesis dataset with 1.9M reactions from patents (1976-2016). Task: Predict the reactants needed to synthesize the given product. (1) Given the product [CH3:1][C:2]1[CH:7]=[C:6]([O:8][CH3:9])[C:5]([N+:12]([O-:14])=[O:13])=[CH:4][C:3]=1[O:10][CH3:11], predict the reactants needed to synthesize it. The reactants are: [CH3:1][C:2]1[CH:7]=[C:6]([O:8][CH3:9])[CH:5]=[CH:4][C:3]=1[O:10][CH3:11].[N+:12]([O-])([OH:14])=[O:13]. (2) Given the product [F:24][C:14]1[C:13]([CH:11]([C:8]2[N:6]3[N:7]=[C:2]([N:43]4[CH2:44][CH2:45][N:40]([C:34]5[CH:39]=[CH:38][CH:37]=[CH:36][CH:35]=5)[C:41](=[O:46])[CH2:42]4)[CH:3]=[CH:4][C:5]3=[N:10][CH:9]=2)[CH3:12])=[C:22]([F:23])[CH:21]=[C:20]2[C:15]=1[CH:16]=[CH:17][CH:18]=[N:19]2, predict the reactants needed to synthesize it. The reactants are: Cl[C:2]1[CH:3]=[CH:4][C:5]2[N:6]([C:8]([CH:11]([C:13]3[C:14]([F:24])=[C:15]4[C:20](=[CH:21][C:22]=3[F:23])[N:19]=[CH:18][CH:17]=[CH:16]4)[CH3:12])=[CH:9][N:10]=2)[N:7]=1.[F-].[K+].OC(C(F)(F)F)=O.[C:34]1([N:40]2[CH2:45][CH2:44][NH:43][CH2:42][C:41]2=[O:46])[CH:39]=[CH:38][CH:37]=[CH:36][CH:35]=1. (3) Given the product [CH2:8]([C@@H:14]1[CH2:13][O:17][C:22](=[O:23])[N:20]1[C:10](=[O:12])/[CH:9]=[CH:8]/[C:5]1[CH:4]=[CH:3][C:2]([Cl:1])=[CH:7][CH:6]=1)[C:5]1[CH:6]=[CH:7][CH:2]=[CH:3][CH:4]=1, predict the reactants needed to synthesize it. The reactants are: [Cl:1][C:2]1[CH:7]=[CH:6][C:5](/[CH:8]=[CH:9]/[C:10]([OH:12])=O)=[CH:4][CH:3]=1.[C:13](Cl)(=[O:17])[C:14](Cl)=O.C[N:20]([CH:22]=[O:23])C. (4) Given the product [CH2:15]([O:14][CH:13]([O:17][CH2:18][CH3:19])[C:10]1[CH:11]=[CH:12][C:7]([C:21]2[CH:26]=[CH:25][CH:24]=[CH:23][C:22]=2[C:27]2[N:28]=[N:29][N:30]([CH:32]3[CH2:37][CH2:36][CH2:35][CH2:34][O:33]3)[N:31]=2)=[CH:8][CH:9]=1)[CH3:16], predict the reactants needed to synthesize it. The reactants are: [Mg].BrCCBr.Br[C:7]1[CH:12]=[CH:11][C:10]([CH:13]([O:17][CH2:18][CH3:19])[O:14][CH2:15][CH3:16])=[CH:9][CH:8]=1.Br[C:21]1[CH:26]=[CH:25][CH:24]=[CH:23][C:22]=1[C:27]1[N:28]=[N:29][N:30]([CH:32]2[CH2:37][CH2:36][CH2:35][CH2:34][O:33]2)[N:31]=1.BrC1C=CC=CC=1C1N(C2CCCCO2)N=NN=1.C(=O)([O-])O.[Na+]. (5) The reactants are: [NH2:1][C:2]([C:6]1[CH:7]=[C:8]2[C:13](=[CH:14][CH:15]=1)[N:12]=[C:11]([O:16][C@H:17]1[CH2:22][CH2:21][C@H:20]([C:23]([CH3:26])([CH3:25])[CH3:24])[CH2:19][CH2:18]1)[CH:10]=[CH:9]2)([CH3:5])[CH2:3][OH:4].C(=O)=O. Given the product [NH2:1][C@@:2]([C:6]1[CH:7]=[C:8]2[C:13](=[CH:14][CH:15]=1)[N:12]=[C:11]([O:16][C@H:17]1[CH2:18][CH2:19][C@H:20]([C:23]([CH3:26])([CH3:25])[CH3:24])[CH2:21][CH2:22]1)[CH:10]=[CH:9]2)([CH3:5])[CH2:3][OH:4], predict the reactants needed to synthesize it. (6) Given the product [C:38]([NH:45][C@H:46]([C:51]([O:1][CH2:2][CH2:3][C@@H:4]([CH2:17][O:18][C:19](=[O:37])[CH2:20][CH2:21][CH2:22][CH2:23][CH2:24][CH2:25][CH2:26][CH2:27][CH2:28][CH2:29][CH2:30][CH2:31][CH2:32][CH2:33][CH2:34][CH2:35][CH3:36])[CH2:5][N:6]1[CH:14]=[N:13][C:12]2[C:11](=[O:15])[NH:10][C:9]([NH2:16])=[N:8][C:7]1=2)=[O:52])[C@H:47]([CH2:49][CH3:50])[CH3:48])([O:40][C:41]([CH3:43])([CH3:44])[CH3:42])=[O:39], predict the reactants needed to synthesize it. The reactants are: [OH:1][CH2:2][CH2:3][C@@H:4]([CH2:17][O:18][C:19](=[O:37])[CH2:20][CH2:21][CH2:22][CH2:23][CH2:24][CH2:25][CH2:26][CH2:27][CH2:28][CH2:29][CH2:30][CH2:31][CH2:32][CH2:33][CH2:34][CH2:35][CH3:36])[CH2:5][N:6]1[CH:14]=[N:13][C:12]2[C:11](=[O:15])[NH:10][C:9]([NH2:16])=[N:8][C:7]1=2.[C:38]([NH:45][C@H:46]([C:51](O)=[O:52])[C@H:47]([CH2:49][CH3:50])[CH3:48])([O:40][C:41]([CH3:44])([CH3:43])[CH3:42])=[O:39].C1(N=C=NC2CCCCC2)CCCCC1.